This data is from Retrosynthesis with 50K atom-mapped reactions and 10 reaction types from USPTO. The task is: Predict the reactants needed to synthesize the given product. (1) Given the product O=C1CN(c2ccc(-c3nc(-c4ccc(Cl)cc4Cl)cn3Cc3ccc(-c4ccc(C5CCCCC5)cc4)cc3)cc2)S(=O)(=O)N1, predict the reactants needed to synthesize it. The reactants are: O=C1CN(c2ccc(-c3nc(-c4ccc(Cl)cc4Cl)cn3Cc3ccc(Br)cc3)cc2)S(=O)(=O)N1.OB(O)c1ccc(C2CCCCC2)cc1. (2) The reactants are: COc1ccc([N+](=O)[O-])cc1-c1cccc(Cl)c1. Given the product COc1ccc(N)cc1-c1cccc(Cl)c1, predict the reactants needed to synthesize it. (3) Given the product COc1cc(OC)c(Cl)c(NC(=O)c2csc3c(NC(=O)Nc4cccc(C(F)(F)F)c4)ncnc23)c1Cl, predict the reactants needed to synthesize it. The reactants are: COc1cc(OC)c(Cl)c(NC(=O)c2csc3c(N)ncnc23)c1Cl.O=C=Nc1cccc(C(F)(F)F)c1. (4) The reactants are: CCOC(=O)c1coc(Cl)n1.Cc1ccc(C(C)(C)C)cc1O. Given the product CCOC(=O)c1coc(Oc2cc(C(C)(C)C)ccc2C)n1, predict the reactants needed to synthesize it. (5) Given the product COC[C@@H]1CN(CCCCl)CCO1, predict the reactants needed to synthesize it. The reactants are: COC[C@@H]1CNCCO1.ClCCCBr.